From a dataset of Full USPTO retrosynthesis dataset with 1.9M reactions from patents (1976-2016). Predict the reactants needed to synthesize the given product. (1) Given the product [Cl:23][C:22]1[CH:21]=[CH:20][CH:19]=[C:18]([Cl:24])[C:17]=1[N:11]1[C:12]([OH:16])=[C:13]([C:36]([NH:35][CH2:38][C:39]([OH:41])=[O:40])=[O:37])[C:14](=[O:15])[N:9]([C:3]2[C:2]([Cl:1])=[CH:7][CH:6]=[CH:5][C:4]=2[Cl:8])[C:10]1=[O:25], predict the reactants needed to synthesize it. The reactants are: [Cl:1][C:2]1[CH:7]=[CH:6][CH:5]=[C:4]([Cl:8])[C:3]=1[N:9]1[C:14](=[O:15])[CH2:13][C:12](=[O:16])[N:11]([C:17]2[C:22]([Cl:23])=[CH:21][CH:20]=[CH:19][C:18]=2[Cl:24])[C:10]1=[O:25].C(N(C(C)C)CC)(C)C.[N:35]([CH2:38][C:39]([O:41]CC)=[O:40])=[C:36]=[O:37]. (2) Given the product [C:1]([O:5][C:6]([N:8]1[CH2:12][C@:11]([CH2:14][NH2:15])([F:13])[CH2:10][C@H:9]1[C:18]([O:20][CH2:21][C:22]1[CH:23]=[CH:24][CH:25]=[CH:26][CH:27]=1)=[O:19])=[O:7])([CH3:4])([CH3:2])[CH3:3], predict the reactants needed to synthesize it. The reactants are: [C:1]([O:5][C:6]([N:8]1[CH2:12][C@:11]([CH2:14][N:15]=[N+]=[N-])([F:13])[CH2:10][C@H:9]1[C:18]([O:20][CH2:21][C:22]1[CH:27]=[CH:26][CH:25]=[CH:24][CH:23]=1)=[O:19])=[O:7])([CH3:4])([CH3:3])[CH3:2].CP(C)C.O. (3) Given the product [F:1][C:2]1[CH:10]=[C:9]([N+:11]([O-:13])=[O:12])[C:8]([O:16][CH3:15])=[CH:7][C:3]=1[C:4]([OH:6])=[O:5], predict the reactants needed to synthesize it. The reactants are: [F:1][C:2]1[CH:10]=[C:9]([N+:11]([O-:13])=[O:12])[C:8](F)=[CH:7][C:3]=1[C:4]([OH:6])=[O:5].[C:15](=O)([O-])[O-:16].[Cs+].[Cs+].CO.Cl. (4) Given the product [F:1][C:2]1[CH:27]=[CH:26][C:25]([F:28])=[CH:24][C:3]=1[CH2:4][N:5]1[CH2:10][CH2:9][NH:8][C:7]2[N:11]=[CH:12][C:13]([C:15]3[CH:23]=[CH:22][C:18]([C:19]([N:29]4[CH2:33][CH2:32][CH2:31][C@H:30]4[CH2:34][N:35]4[CH2:39][CH2:38][CH2:37][CH2:36]4)=[O:20])=[CH:17][CH:16]=3)=[CH:14][C:6]1=2, predict the reactants needed to synthesize it. The reactants are: [F:1][C:2]1[CH:27]=[CH:26][C:25]([F:28])=[CH:24][C:3]=1[CH2:4][N:5]1[CH2:10][CH2:9][NH:8][C:7]2[N:11]=[CH:12][C:13]([C:15]3[CH:23]=[CH:22][C:18]([C:19](O)=[O:20])=[CH:17][CH:16]=3)=[CH:14][C:6]1=2.[NH:29]1[CH2:33][CH2:32][CH2:31][C@H:30]1[CH2:34][N:35]1[CH2:39][CH2:38][CH2:37][CH2:36]1. (5) Given the product [F:36][C:35]([F:38])([F:37])[C:30]([OH:44])=[O:46].[NH2:10][CH2:11][CH2:12][CH2:13][CH2:14][C@H:15]([NH:27][C:28](=[O:39])[C:29]1[CH:34]=[CH:33][CH:32]=[CH:31][C:30]=1[C:35]([F:38])([F:36])[F:37])[C:16]([C:18]1[S:19][C:20]2[CH:26]=[CH:25][CH:24]=[CH:23][C:21]=2[N:22]=1)=[O:17], predict the reactants needed to synthesize it. The reactants are: C(OC(=O)[NH:10][CH2:11][CH2:12][CH2:13][CH2:14][C@H:15]([NH:27][C:28](=[O:39])[C:29]1[CH:34]=[CH:33][CH:32]=[CH:31][C:30]=1[C:35]([F:38])([F:37])[F:36])[C:16]([C:18]1[S:19][C:20]2[CH:26]=[CH:25][CH:24]=[CH:23][C:21]=2[N:22]=1)=[O:17])C1C=CC=CC=1.Br.CC(O)=[O:44].[OH2:46]. (6) Given the product [CH2:1]1[C@@H:6]([CH2:7][NH2:8])[O:5][C@H:4]([O:9][C@H:10]2[C@H:15]([OH:16])[C@@H:14]([O:17][C@H:18]3[O:23][C@H:22]([CH2:24][OH:25])[C@@H:21]([OH:26])[C@H:20]([NH2:27])[C@H:19]3[OH:28])[C@H:13]([NH:29][C:30]([C@@H:32]([OH:36])[CH2:33][CH2:34][NH2:35])=[O:31])[CH2:12][C@@H:11]2[NH2:37])[C@H:3]([NH2:38])[CH2:2]1.[ClH:40], predict the reactants needed to synthesize it. The reactants are: [CH2:1]1[C@@H:6]([CH2:7][NH2:8])[O:5][C@H:4]([O:9][C@H:10]2[C@H:15]([OH:16])[C@@H:14]([O:17][C@H:18]3[O:23][C@H:22]([CH2:24][OH:25])[C@@H:21]([OH:26])[C@H:20]([NH2:27])[C@H:19]3[OH:28])[C@H:13]([NH:29][C:30]([C@@H:32]([OH:36])[CH2:33][CH2:34][NH2:35])=[O:31])[CH2:12][C@@H:11]2[NH2:37])[C@H:3]([NH2:38])[CH2:2]1.[Na+].[Cl-:40].Cl.[OH-].[Na+]. (7) The reactants are: [NH2:1][C:2]1[CH:24]=[CH:23][C:5]([O:6][C:7]2[C:16]3[C:11](=[CH:12][C:13]([O:17][CH2:18][C:19]([CH3:22])([OH:21])[CH3:20])=[CH:14][CH:15]=3)[N:10]=[CH:9][CH:8]=2)=[C:4]([F:25])[CH:3]=1.[CH3:26][N:27]1[C:31]([CH3:32])=[C:30]([C:33](O)=[O:34])[C:29](=[O:36])[N:28]1[C:37]1[CH:42]=[CH:41][CH:40]=[CH:39][CH:38]=1.C1C=NC2N(O)N=NC=2C=1.CCN=C=NCCCN(C)C. Given the product [F:25][C:4]1[CH:3]=[C:2]([NH:1][C:33]([C:30]2[C:29](=[O:36])[N:28]([C:37]3[CH:38]=[CH:39][CH:40]=[CH:41][CH:42]=3)[N:27]([CH3:26])[C:31]=2[CH3:32])=[O:34])[CH:24]=[CH:23][C:5]=1[O:6][C:7]1[C:16]2[C:11](=[CH:12][C:13]([O:17][CH2:18][C:19]([OH:21])([CH3:22])[CH3:20])=[CH:14][CH:15]=2)[N:10]=[CH:9][CH:8]=1, predict the reactants needed to synthesize it. (8) Given the product [Cl:1][C:2]1[CH:7]=[CH:6][C:5]([CH:8]2[CH2:12][CH2:11][CH2:10][CH2:9]2)=[CH:4][N:3]=1.[Cl:1][C:2]1[N:3]=[CH:4][C:5]([C:8]2([OH:16])[CH2:12][CH2:11][CH2:10][CH2:9]2)=[CH:6][CH:7]=1, predict the reactants needed to synthesize it. The reactants are: [Cl:1][C:2]1[CH:7]=[CH:6][C:5]([C:8]2[CH2:12][CH2:11][CH2:10][CH:9]=2)=[CH:4][N:3]=1.C1C[O:16]CC1. (9) Given the product [CH3:2][N:3]1[CH:7]=[C:6]([S:8]([NH2:1])(=[O:10])=[O:9])[N:5]=[C:4]1[CH3:12], predict the reactants needed to synthesize it. The reactants are: [NH3:1].[CH3:2][N:3]1[CH:7]=[C:6]([S:8](Cl)(=[O:10])=[O:9])[N:5]=[C:4]1[CH3:12]. (10) Given the product [CH3:16][O:15][C:9]1[CH:8]=[C:7]([C@H:2]([N:1]2[CH2:9][C:8]3[C:18](=[CH:4][CH:3]=[CH:2][CH:7]=3)[C:17]2=[O:20])[CH2:3][C:4]([OH:6])=[O:5])[CH:12]=[CH:11][C:10]=1[O:13][CH3:14], predict the reactants needed to synthesize it. The reactants are: [NH2:1][C@@H:2]([C:7]1[CH:12]=[CH:11][C:10]([O:13][CH3:14])=[C:9]([O:15][CH3:16])[CH:8]=1)[CH2:3][C:4]([OH:6])=[O:5].[C:17]([OH:20])(=O)[CH3:18].